This data is from Reaction yield outcomes from USPTO patents with 853,638 reactions. The task is: Predict the reaction yield, written as a fraction of the theoretical maximum amount of product (1.0 means a 100% yield; for example, 0.34 means a 34% yield). (1) The reactants are Br[C:2]1[C:10]2[C:5](=[CH:6][CH:7]=[C:8]([C:11]#[N:12])[CH:9]=2)[N:4]([CH:13]2[CH2:18][CH2:17][CH2:16][CH2:15][O:14]2)[N:3]=1.[CH3:19][O:20][C:21]1[CH:22]=[C:23](B(O)O)[CH:24]=[CH:25][CH:26]=1.ClCCl.P([O-])([O-])([O-])=O.[K+].[K+].[K+]. The catalyst is COCCOC.C1(P(C2C=CC=CC=2)[C-]2C=CC=C2)C=CC=CC=1.[C-]1(P(C2C=CC=CC=2)C2C=CC=CC=2)C=CC=C1.[Fe+2]. The product is [CH3:19][O:20][C:21]1[CH:26]=[C:25]([C:2]2[C:10]3[C:5](=[CH:6][CH:7]=[C:8]([C:11]#[N:12])[CH:9]=3)[N:4]([CH:13]3[CH2:18][CH2:17][CH2:16][CH2:15][O:14]3)[N:3]=2)[CH:24]=[CH:23][CH:22]=1. The yield is 0.870. (2) The reactants are [CH3:1][O:2][C:3]1[CH:8]=[CH:7][CH:6]=[CH:5][C:4]=1[CH2:9][CH2:10][CH3:11].C[CH2:13][O:14][CH2:15][CH3:16].[C:17]1(C)[CH:22]=CC=C[CH:18]=1. No catalyst specified. The product is [CH3:1][O:2][C:3]1[CH:8]=[CH:7][CH:6]=[CH:5][C:4]=1[C:9]#[C:10][C:11]1[CH:22]=[CH:17][CH:18]=[CH:16][C:15]=1[O:14][CH3:13]. The yield is 0.970. (3) The reactants are [CH2:1]([N:4]([CH2:12][CH:13]=[CH2:14])[C:5]1[CH:10]=[CH:9][CH:8]=[C:7]([Br:11])[CH:6]=1)[CH:2]=[CH2:3].[CH3:15][N:16]([CH3:24])[C:17]1[CH:22]=[CH:21][CH:20]=[C:19]([Br:23])[CH:18]=1.[CH2:25]=O.[OH-].[Na+]. The catalyst is C(O)(=O)C.O. The product is [Br:23][C:19]1[CH:18]=[C:17]([N:16]([CH3:24])[CH3:15])[CH:22]=[CH:21][C:20]=1[CH2:25][C:8]1[CH:9]=[CH:10][C:5]([N:4]([CH2:1][CH:2]=[CH2:3])[CH2:12][CH:13]=[CH2:14])=[CH:6][C:7]=1[Br:11]. The yield is 0.580. (4) The reactants are [CH2:1]([O:5][C:6]1[CH:7]=[C:8]2[C:13](=[CH:14][C:15]=1[O:16][CH3:17])[CH:12]([CH2:18][C:19]1[CH:24]=[CH:23][CH:22]=[C:21]([O:25][CH3:26])[CH:20]=1)[NH:11][CH:10]=[C:9]2[CH:27]=[O:28])[CH2:2][CH2:3][CH3:4]. The catalyst is C(Cl)(Cl)Cl.[O-2].[Mn+4].[O-2]. The product is [CH2:1]([O:5][C:6]1[CH:7]=[C:8]2[C:13](=[CH:14][C:15]=1[O:16][CH3:17])[C:12]([CH2:18][C:19]1[CH:24]=[CH:23][CH:22]=[C:21]([O:25][CH3:26])[CH:20]=1)=[N:11][CH:10]=[C:9]2[CH:27]=[O:28])[CH2:2][CH2:3][CH3:4]. The yield is 0.990. (5) The reactants are [CH3:1][C@@H:2]1[O:7][CH2:6][C@@H:5]([C:8]2[CH:13]=[CH:12][CH:11]=[CH:10][CH:9]=2)[NH:4][CH2:3]1.Br[C:15]1[CH:16]=[CH:17][C:18]2[O:19][CH2:20][C:21](=[O:25])[NH:22][C:23]=2[N:24]=1. No catalyst specified. The product is [CH3:1][C@H:2]1[CH2:3][N:4]([C:15]2[CH:16]=[CH:17][C:18]3[O:19][CH2:20][C:21](=[O:25])[NH:22][C:23]=3[N:24]=2)[C@H:5]([C:8]2[CH:9]=[CH:10][CH:11]=[CH:12][CH:13]=2)[CH2:6][O:7]1. The yield is 0.130. (6) The reactants are [OH-].[Na+].C[O:4][C:5](=[O:15])[C:6]1[CH:11]=[CH:10][CH:9]=[C:8]([CH2:12][O:13][CH3:14])[CH:7]=1. The catalyst is CO.O1CCCC1. The product is [CH3:14][O:13][CH2:12][C:8]1[CH:7]=[C:6]([CH:11]=[CH:10][CH:9]=1)[C:5]([OH:15])=[O:4]. The yield is 0.980. (7) The reactants are [NH2-:1].[Li+].Cl[SiH:4]1[N:8]([C:9]([CH3:12])([CH3:11])[CH3:10])[CH:7]=[CH:6][N:5]1[C:13]([CH3:16])([CH3:15])[CH3:14].CCCCCC. The catalyst is COCCOC. The product is [NH2:1][SiH:4]1[N:8]([C:9]([CH3:12])([CH3:11])[CH3:10])[CH:7]=[CH:6][N:5]1[C:13]([CH3:16])([CH3:15])[CH3:14]. The yield is 0.920. (8) The reactants are C([NH:18][C@H:19]([C:30]([OH:32])=[O:31])[CH2:20][C:21]1[CH:26]=[CH:25][C:24]([C:27](=[O:29])[CH3:28])=[CH:23][CH:22]=1)(OCC1C2C(=CC=CC=2)C2C1=CC=CC=2)=O.N1CCCCC1. The catalyst is O. The product is [C:27]([C:24]1[CH:25]=[CH:26][C:21]([CH2:20][C@@H:19]([C:30]([OH:32])=[O:31])[NH2:18])=[CH:22][CH:23]=1)(=[O:29])[CH3:28]. The yield is 0.880. (9) The reactants are Cl[C:2]1[N:7]=[C:6]2[C:8](=[O:19])[N:9]([CH2:11][C:12]3[CH:17]=[CH:16][C:15]([F:18])=[CH:14][CH:13]=3)[CH2:10][C:5]2=[CH:4][CH:3]=1.[F:20][C:21]1[CH:26]=[CH:25][C:24]([C:27]2[O:28][C:29]3[CH:39]=[C:38]([N:40]([CH3:45])[S:41]([CH3:44])(=[O:43])=[O:42])[C:37](B4OC(C)(C)C(C)(C)O4)=[CH:36][C:30]=3[C:31]=2[C:32]([NH:34][CH3:35])=[O:33])=[CH:23][CH:22]=1.CC(C1C=C(C(C)C)C(C2C=CC=CC=2P(C2CCCCC2)C2CCCCC2)=C(C(C)C)C=1)C. The catalyst is O1CCOCC1.O.C1C=CC(/C=C/C(/C=C/C2C=CC=CC=2)=O)=CC=1.C1C=CC(/C=C/C(/C=C/C2C=CC=CC=2)=O)=CC=1.C1C=CC(/C=C/C(/C=C/C2C=CC=CC=2)=O)=CC=1.[Pd].[Pd]. The product is [F:18][C:15]1[CH:16]=[CH:17][C:12]([CH2:11][N:9]2[CH2:10][C:5]3[C:6](=[N:7][C:2]([C:37]4[C:38]([N:40]([CH3:45])[S:41]([CH3:44])(=[O:43])=[O:42])=[CH:39][C:29]5[O:28][C:27]([C:24]6[CH:25]=[CH:26][C:21]([F:20])=[CH:22][CH:23]=6)=[C:31]([C:32]([NH:34][CH3:35])=[O:33])[C:30]=5[CH:36]=4)=[CH:3][CH:4]=3)[C:8]2=[O:19])=[CH:13][CH:14]=1. The yield is 0.270. (10) The yield is 0.480. The product is [C:1]([O:5][C:6]([N:8]([C:26]1[CH:31]=[CH:30][N:29]=[C:28]([C:44]2[CH:43]=[CH:42][CH:41]=[C:40]([O:39][CH2:38][C:37]([NH:36][CH:33]([CH3:35])[CH3:34])=[O:55])[CH:45]=2)[N:27]=1)[C:9]1[CH:10]=[C:11]2[C:15](=[CH:16][C:17]=1[F:18])[N:14]([C:19]([O:21][C:22]([CH3:25])([CH3:24])[CH3:23])=[O:20])[N:13]=[CH:12]2)=[O:7])([CH3:4])([CH3:3])[CH3:2]. The reactants are [C:1]([O:5][C:6]([N:8]([C:26]1[CH:31]=[CH:30][N:29]=[C:28](Cl)[N:27]=1)[C:9]1[CH:10]=[C:11]2[C:15](=[CH:16][C:17]=1[F:18])[N:14]([C:19]([O:21][C:22]([CH3:25])([CH3:24])[CH3:23])=[O:20])[N:13]=[CH:12]2)=[O:7])([CH3:4])([CH3:3])[CH3:2].[CH:33]([NH:36][C:37](=[O:55])[CH2:38][O:39][C:40]1[CH:45]=[CH:44][CH:43]=[C:42](B2OC(C)(C)C(C)(C)O2)[CH:41]=1)([CH3:35])[CH3:34].[F-].[Cs+]. The catalyst is O1CCOCC1.O.C1C=CC([P]([Pd]([P](C2C=CC=CC=2)(C2C=CC=CC=2)C2C=CC=CC=2)([P](C2C=CC=CC=2)(C2C=CC=CC=2)C2C=CC=CC=2)[P](C2C=CC=CC=2)(C2C=CC=CC=2)C2C=CC=CC=2)(C2C=CC=CC=2)C2C=CC=CC=2)=CC=1.